From a dataset of Experimentally validated miRNA-target interactions with 360,000+ pairs, plus equal number of negative samples. Binary Classification. Given a miRNA mature sequence and a target amino acid sequence, predict their likelihood of interaction. The miRNA is hsa-miR-569 with sequence AGUUAAUGAAUCCUGGAAAGU. Result: 1 (interaction). The protein sequence of the target gene is MVGVKPVGSDPDFQPELSGAGSRLAVVKFTMRGCGPCLRIAPAFSSMSNKYPQAVFLEVDVHQCQGTAATNNISATPTFLFFRNKVRIDQYQGADAVGLEEKIKQHLENDPGSNEDTDIPKGYMDLMPFINKAGCECLNESDEHGFDNCLRKDTTFLESDCDEQLLITVAFNQPVKLYSMKFQGPDNGQGPKYVKIFINLPRSMDFEEAERSEPTQALELTEDDIKEDGIVPLRYVKFQNVNSVTIFVQSNQGEEETTRISYFTFIGTPVQATNMNDFKRVVGKKGESH.